This data is from Full USPTO retrosynthesis dataset with 1.9M reactions from patents (1976-2016). The task is: Predict the reactants needed to synthesize the given product. (1) Given the product [NH3:1].[N:22]1([CH2:28][CH2:29][C:30]#[C:31][C:11]2[CH:10]=[CH:9][C:8]([CH2:7][N:1]3[CH2:6][CH2:5][CH2:4][CH2:3][CH2:2]3)=[CH:13][N:12]=2)[CH2:27][CH2:26][CH2:25][CH2:24][CH2:23]1, predict the reactants needed to synthesize it. The reactants are: [N:1]1([CH2:7][C:8]2[CH:9]=[CH:10][C:11](OS(C(F)(F)F)(=O)=O)=[N:12][CH:13]=2)[CH2:6][CH2:5][CH2:4][CH2:3][CH2:2]1.[N:22]1([CH2:28][C:29]2N=CC(O)=[CH:31][CH:30]=2)[CH2:27][CH2:26][CH2:25][CH2:24][CH2:23]1.C1C=CC(N(S(C(F)(F)F)(=O)=O)S(C(F)(F)F)(=O)=O)=CC=1. (2) Given the product [I:12][C:3]1[C:4]2[C:9](=[CH:8][CH:7]=[CH:6][CH:5]=2)[NH:1][N:2]=1, predict the reactants needed to synthesize it. The reactants are: [NH:1]1[C:9]2[C:4](=[CH:5][CH:6]=[CH:7][CH:8]=2)[CH:3]=[N:2]1.[OH-].[Na+].[I:12]I. (3) Given the product [Cl:1][C:2]1[CH:3]=[C:4]2[C:8](=[C:9]([CH:11]([O:16][CH2:17][C:18]3([C:31]4[CH:32]=[CH:33][C:34]([F:37])=[CH:35][CH:36]=4)[CH2:23][CH2:22][N:21]([C:24]([O:26][C:27]([CH3:30])([CH3:29])[CH3:28])=[O:25])[CH2:20][CH2:19]3)[CH2:12][OH:13])[CH:10]=1)[NH:7][N:6]=[CH:5]2, predict the reactants needed to synthesize it. The reactants are: [Cl:1][C:2]1[CH:3]=[C:4]2[C:8](=[C:9]([CH:11]([O:16][CH2:17][C:18]3([C:31]4[CH:36]=[CH:35][C:34]([F:37])=[CH:33][CH:32]=4)[CH2:23][CH2:22][N:21]([C:24]([O:26][C:27]([CH3:30])([CH3:29])[CH3:28])=[O:25])[CH2:20][CH2:19]3)[C:12](OC)=[O:13])[CH:10]=1)[NH:7][N:6]=[CH:5]2.ClC1C=C(C(OCC2(C3C=CC(F)=CC=3)CCN(C(OC(C)(C)C)=O)CC2)CO)C2C(=CN(COCC[Si](C)(C)C)N=2)C=1. (4) The reactants are: [Br:1][C:2]1[CH:3]=[C:4]([S:9](Cl)(=[O:11])=[O:10])[CH:5]=[CH:6][C:7]=1[Br:8].[CH3:13][N:14]([CH2:16][CH2:17][O:18][C:19]1[CH:20]=[C:21]([CH:23]=[CH:24][C:25]=1[Cl:26])[NH2:22])[CH3:15]. Given the product [Br:1][C:2]1[CH:3]=[C:4]([S:9]([NH:22][C:21]2[CH:23]=[CH:24][C:25]([Cl:26])=[C:19]([O:18][CH2:17][CH2:16][N:14]([CH3:15])[CH3:13])[CH:20]=2)(=[O:11])=[O:10])[CH:5]=[CH:6][C:7]=1[Br:8], predict the reactants needed to synthesize it.